The task is: Predict the reaction yield, written as a fraction of the theoretical maximum amount of product (1.0 means a 100% yield; for example, 0.34 means a 34% yield).. This data is from Reaction yield outcomes from USPTO patents with 853,638 reactions. (1) The reactants are Cl.[NH2:2][CH2:3][C:4]1[CH:5]=[C:6]2[C:10](=[CH:11][CH:12]=1)[C:9](=[O:13])[N:8]([CH:14]1[CH2:19][CH2:18][C:17](=[O:20])[NH:16][C:15]1=[O:21])[CH2:7]2.[Cl:22][C:23]1[CH:28]=[CH:27][CH:26]=[CH:25][C:24]=1[N:29]=[C:30]=[O:31].C(N(CC)CC)C.Cl. The catalyst is CN(C)C=O. The product is [Cl:22][C:23]1[CH:28]=[CH:27][CH:26]=[CH:25][C:24]=1[NH:29][C:30]([NH:2][CH2:3][C:4]1[CH:5]=[C:6]2[C:10](=[CH:11][CH:12]=1)[C:9](=[O:13])[N:8]([CH:14]1[CH2:19][CH2:18][C:17](=[O:20])[NH:16][C:15]1=[O:21])[CH2:7]2)=[O:31]. The yield is 0.970. (2) The reactants are [CH3:1][C:2]1[NH:3][C:4]2[CH2:5][C:6]([CH3:13])([CH3:12])[CH2:7][C:8](=[O:11])[C:9]=2[CH:10]=1.[C:14]1([S:20]([C:23]2[CH:30]=[CH:29][CH:28]=[CH:27][C:24]=2[CH:25]=[O:26])(=[O:22])=[O:21])[CH:19]=[CH:18][CH:17]=[CH:16][CH:15]=1.[OH-].[Na+]. The catalyst is FC(F)(F)CO. The product is [OH:26][CH:25]([C:24]1[CH:27]=[CH:28][CH:29]=[CH:30][C:23]=1[S:20]([C:14]1[CH:15]=[CH:16][CH:17]=[CH:18][CH:19]=1)(=[O:22])=[O:21])[C:10]1[C:9]2[C:8](=[O:11])[CH2:7][C:6]([CH3:13])([CH3:12])[CH2:5][C:4]=2[NH:3][C:2]=1[CH3:1]. The yield is 0.560. (3) The reactants are [NH2:1][C:2]1[N:7]=[CH:6][N:5]=[C:4]2[N:8]([CH2:25][C@@H:26]3[CH2:30][CH2:29][CH2:28][N:27]3[C:31](=[O:35])[CH2:32][C:33]#[N:34])[N:9]=[C:10]([C:11]3[CH:16]=[CH:15][C:14]([O:17][C:18]4[CH:23]=[CH:22][CH:21]=[CH:20][CH:19]=4)=[CH:13][C:12]=3[F:24])[C:3]=12.[CH:36]1([NH:39][C:40]([CH3:44])([CH3:43])[CH:41]=O)[CH2:38][CH2:37]1. The catalyst is N1CCCCC1.CC#N. The product is [NH2:1][C:2]1[N:7]=[CH:6][N:5]=[C:4]2[N:8]([CH2:25][C@@H:26]3[CH2:30][CH2:29][CH2:28][N:27]3[C:31]([C:32](=[CH:41][C:40]([NH:39][CH:36]3[CH2:38][CH2:37]3)([CH3:44])[CH3:43])[C:33]#[N:34])=[O:35])[N:9]=[C:10]([C:11]3[CH:16]=[CH:15][C:14]([O:17][C:18]4[CH:19]=[CH:20][CH:21]=[CH:22][CH:23]=4)=[CH:13][C:12]=3[F:24])[C:3]=12. The yield is 0.270. (4) The reactants are [Li]CCCC.[CH:6]1([C:10]([O:12][CH2:13][CH3:14])=[O:11])[CH2:9][CH2:8][CH2:7]1.Br[CH2:16][CH2:17][CH:18]([Br:20])[CH3:19].[NH4+].[Cl-]. The catalyst is C1COCC1. The product is [Br:20][CH:18]([CH3:19])[CH2:17][CH2:16][C:6]1([C:10]([O:12][CH2:13][CH3:14])=[O:11])[CH2:9][CH2:8][CH2:7]1. The yield is 0.420. (5) The reactants are [NH2:1][C:2]1[CH:3]=[C:4]([C:9]([N:11]2[CH2:17][C:16]3([CH3:19])[CH2:18][CH:12]2[CH2:13][C:14]([CH3:21])([CH3:20])[CH2:15]3)=[O:10])[CH:5]=[CH:6][C:7]=1[NH2:8].[CH:22]([CH:24]1[CH2:26][CH:25]1[C:27]([O:29][CH2:30][CH3:31])=[O:28])=O. The catalyst is CN1C(=O)CCC1. The product is [CH2:30]([O:29][C:27]([CH:25]1[CH2:26][CH:24]1[C:22]1[NH:8][C:7]2[CH:6]=[CH:5][C:4]([C:9]([N:11]3[CH2:17][C:16]4([CH3:19])[CH2:18][CH:12]3[CH2:13][C:14]([CH3:21])([CH3:20])[CH2:15]4)=[O:10])=[CH:3][C:2]=2[N:1]=1)=[O:28])[CH3:31]. The yield is 0.0800.